From a dataset of Forward reaction prediction with 1.9M reactions from USPTO patents (1976-2016). Predict the product of the given reaction. (1) The product is: [Br:9][C:5]1[N:4]=[C:3]([C:10]([O:12][CH3:13])=[O:11])[C:2]([NH:1][CH2:18][C:17]([F:22])([F:21])[F:16])=[CH:7][C:6]=1[F:8]. Given the reactants [NH2:1][C:2]1[C:3]([C:10]([O:12][CH3:13])=[O:11])=[N:4][C:5]([Br:9])=[C:6]([F:8])[CH:7]=1.[BH4-].[Na+].[F:16][C:17]([F:22])([F:21])[C:18](O)=O, predict the reaction product. (2) Given the reactants [N:1]([O-:3])=O.[Na+].[Cl:5][C:6]1[CH:11]=[C:10]([CH2:12][C:13]([C:15]2[CH:20]=[CH:19][C:18]([F:21])=[CH:17][CH:16]=2)=[O:14])[CH:9]=[CH:8][N:7]=1, predict the reaction product. The product is: [Cl:5][C:6]1[CH:11]=[C:10]([C:12](=[N:1][OH:3])[C:13]([C:15]2[CH:20]=[CH:19][C:18]([F:21])=[CH:17][CH:16]=2)=[O:14])[CH:9]=[CH:8][N:7]=1.